This data is from Full USPTO retrosynthesis dataset with 1.9M reactions from patents (1976-2016). The task is: Predict the reactants needed to synthesize the given product. (1) Given the product [F:23][C:24]([F:30])([F:29])[S:25]([O-:28])(=[O:27])=[O:26].[CH3:31][C:32]1[NH:33][CH:34]=[CH:35][N+:36]=1[CH3:37], predict the reactants needed to synthesize it. The reactants are: ClC1C=CC=C(F)C=1C(NCC1(CC2CC2)CCNCC1)=O.[F:23][C:24]([F:30])([F:29])[S:25]([O-:28])(=[O:27])=[O:26].[CH3:31][C:32]1[N:33](S(N2C=CN=C2C)(=O)=O)[CH:34]=[CH:35][N+:36]=1[CH3:37].O(C)S(C(F)(F)F)(=O)=O. (2) Given the product [OH:6][C:7]1[C:12]2[O:13][C:14]3[CH:19]=[CH:18][C:17]([N+:20]([O-:22])=[O:21])=[CH:16][C:15]=3[C:11]=2[C:10]([CH:23]=[O:24])=[CH:9][CH:8]=1, predict the reactants needed to synthesize it. The reactants are: C1([O:6][C:7]2[C:12]3[O:13][C:14]4[CH:19]=[CH:18][C:17]([N+:20]([O-:22])=[O:21])=[CH:16][C:15]=4[C:11]=3[C:10]([CH:23]=[O:24])=[CH:9][CH:8]=2)CCCC1.